Predict the reactants needed to synthesize the given product. From a dataset of Full USPTO retrosynthesis dataset with 1.9M reactions from patents (1976-2016). Given the product [Cl:17][C:18]1[CH:23]=[C:22]([C:24]2([C:26]([F:32])([F:31])[C:27]([F:28])([F:29])[F:30])[O:1][N:2]=[C:3]([C:4]3[CH:15]=[CH:14][C:7]4[B:8]([OH:13])[O:9][C:10]([CH3:12])([CH3:11])[C:6]=4[CH:5]=3)[CH2:25]2)[CH:21]=[C:20]([Cl:33])[CH:19]=1, predict the reactants needed to synthesize it. The reactants are: [OH:1][N:2]=[C:3](Cl)[C:4]1[CH:15]=[CH:14][C:7]2[B:8]([OH:13])[O:9][C:10]([CH3:12])([CH3:11])[C:6]=2[CH:5]=1.[Cl:17][C:18]1[CH:23]=[C:22]([C:24]([C:26]([F:32])([F:31])[C:27]([F:30])([F:29])[F:28])=[CH2:25])[CH:21]=[C:20]([Cl:33])[CH:19]=1.